Dataset: Forward reaction prediction with 1.9M reactions from USPTO patents (1976-2016). Task: Predict the product of the given reaction. Given the reactants [NH2:1][C:2]1[CH:3]=[C:4]([C:8]2[C:22]([C:23]3[CH:28]=[CH:27][N:26]=[C:25]([NH:29][CH:30]4[CH2:34][CH2:33][CH2:32][CH2:31]4)[N:24]=3)=[C:11]3[CH:12]=[CH:13][CH:14]=[C:15]([NH:16][CH:17]4[CH2:21][CH2:20][CH2:19][CH2:18]4)[N:10]3[N:9]=2)[CH:5]=[CH:6][CH:7]=1.C(N(CC)CC)C.[C:42](Cl)(=[O:44])[CH3:43].O, predict the reaction product. The product is: [CH:17]1([NH:16][C:15]2[N:10]3[N:9]=[C:8]([C:4]4[CH:3]=[C:2]([NH:1][C:42](=[O:44])[CH3:43])[CH:7]=[CH:6][CH:5]=4)[C:22]([C:23]4[CH:28]=[CH:27][N:26]=[C:25]([NH:29][CH:30]5[CH2:31][CH2:32][CH2:33][CH2:34]5)[N:24]=4)=[C:11]3[CH:12]=[CH:13][CH:14]=2)[CH2:21][CH2:20][CH2:19][CH2:18]1.